Dataset: Full USPTO retrosynthesis dataset with 1.9M reactions from patents (1976-2016). Task: Predict the reactants needed to synthesize the given product. (1) The reactants are: [CH3:1][N:2]1[CH:6]=[C:5]([N+:7]([O-])=O)[N:4]=[CH:3]1.[Cl:10][C:11]1[N:12]=[C:13](Cl)[C:14]2[CH:20]=[CH:19][C:18]([Cl:21])=[N:17][C:15]=2[N:16]=1. Given the product [Cl:10][C:11]1[N:12]=[C:13]([NH:7][C:5]2[N:4]=[CH:3][N:2]([CH3:1])[CH:6]=2)[C:14]2[CH:20]=[CH:19][C:18]([Cl:21])=[N:17][C:15]=2[N:16]=1, predict the reactants needed to synthesize it. (2) The reactants are: [H-].[Na+].Cl.[NH2:4][C:5]([NH2:7])=[NH:6].[CH2:8]([O:10][C:11](=[O:34])[C:12]1([CH2:33][CH2:32][CH2:31][CH2:30]1)[N:13]([S:15]([C:18]1[CH:27]=[C:26]2[C:21]([C:22]([Cl:29])=[CH:23][N:24]=[C:25]2Cl)=[CH:20][CH:19]=1)(=[O:17])=[O:16])[CH3:14])[CH3:9].O. Given the product [CH2:8]([O:10][C:11](=[O:34])[C:12]1([CH2:30][CH2:31][CH2:32][CH2:33]1)[N:13]([S:15]([C:18]1[CH:27]=[C:26]2[C:21]([C:22]([Cl:29])=[CH:23][N:24]=[C:25]2[NH:6][C:5]([NH2:7])=[NH:4])=[CH:20][CH:19]=1)(=[O:17])=[O:16])[CH3:14])[CH3:9], predict the reactants needed to synthesize it.